From a dataset of NCI-60 drug combinations with 297,098 pairs across 59 cell lines. Regression. Given two drug SMILES strings and cell line genomic features, predict the synergy score measuring deviation from expected non-interaction effect. (1) Drug 1: CC12CCC3C(C1CCC2O)C(CC4=C3C=CC(=C4)O)CCCCCCCCCS(=O)CCCC(C(F)(F)F)(F)F. Drug 2: COCCOC1=C(C=C2C(=C1)C(=NC=N2)NC3=CC=CC(=C3)C#C)OCCOC.Cl. Cell line: LOX IMVI. Synergy scores: CSS=-9.61, Synergy_ZIP=2.56, Synergy_Bliss=-4.32, Synergy_Loewe=-8.43, Synergy_HSA=-8.30. (2) Drug 1: CC1OCC2C(O1)C(C(C(O2)OC3C4COC(=O)C4C(C5=CC6=C(C=C35)OCO6)C7=CC(=C(C(=C7)OC)O)OC)O)O. Drug 2: C1=NC2=C(N1)C(=S)N=CN2. Cell line: LOX IMVI. Synergy scores: CSS=50.7, Synergy_ZIP=-3.77, Synergy_Bliss=-8.00, Synergy_Loewe=-9.21, Synergy_HSA=-5.34. (3) Drug 1: CC(C1=C(C=CC(=C1Cl)F)Cl)OC2=C(N=CC(=C2)C3=CN(N=C3)C4CCNCC4)N. Drug 2: C1C(C(OC1N2C=C(C(=O)NC2=O)F)CO)O. Cell line: HL-60(TB). Synergy scores: CSS=77.1, Synergy_ZIP=16.4, Synergy_Bliss=17.6, Synergy_Loewe=2.08, Synergy_HSA=17.0. (4) Drug 1: COC1=C2C(=CC3=C1OC=C3)C=CC(=O)O2. Drug 2: COCCOC1=C(C=C2C(=C1)C(=NC=N2)NC3=CC=CC(=C3)C#C)OCCOC.Cl. Cell line: NCI-H322M. Synergy scores: CSS=36.0, Synergy_ZIP=9.41, Synergy_Bliss=4.49, Synergy_Loewe=-13.8, Synergy_HSA=5.82. (5) Drug 1: CCN(CC)CCNC(=O)C1=C(NC(=C1C)C=C2C3=C(C=CC(=C3)F)NC2=O)C. Drug 2: C(=O)(N)NO. Cell line: HT29. Synergy scores: CSS=3.48, Synergy_ZIP=-0.0754, Synergy_Bliss=0.817, Synergy_Loewe=-3.79, Synergy_HSA=0.234.